This data is from Reaction yield outcomes from USPTO patents with 853,638 reactions. The task is: Predict the reaction yield, written as a fraction of the theoretical maximum amount of product (1.0 means a 100% yield; for example, 0.34 means a 34% yield). (1) The reactants are Cl.[Cl:2][C:3]1[CH:8]=[CH:7][N:6]=[C:5]([C:9]([O:11]C)=O)[CH:4]=1.[CH3:13][NH2:14]. The catalyst is CO.C1COCC1. The product is [Cl:2][C:3]1[CH:8]=[CH:7][N:6]=[C:5]([C:9]([NH:14][CH3:13])=[O:11])[CH:4]=1. The yield is 0.970. (2) The reactants are [Cl:1][C:2]1[CH:3]=[CH:4][C:5]2[C:34]3[C:10](=[C:11]4[C:31](=[CH:32][CH:33]=3)[C:15]3[N:16]=[C:17]([C@@H:19]5[CH2:23][CH2:22][CH2:21][N:20]5[C:24]([O:26][C:27]([CH3:30])([CH3:29])[CH3:28])=[O:25])[NH:18][C:14]=3[CH2:13][CH2:12]4)[O:9][CH2:8][C:6]=2[CH:7]=1. The catalyst is ClCCl.[O-2].[Mn+4].[O-2]. The product is [Cl:1][C:2]1[CH:3]=[CH:4][C:5]2[C:34]3[C:10](=[C:11]4[C:31](=[CH:32][CH:33]=3)[C:15]3[N:16]=[C:17]([C@@H:19]5[CH2:23][CH2:22][CH2:21][N:20]5[C:24]([O:26][C:27]([CH3:30])([CH3:29])[CH3:28])=[O:25])[NH:18][C:14]=3[CH:13]=[CH:12]4)[O:9][CH2:8][C:6]=2[CH:7]=1. The yield is 0.960. (3) The catalyst is O1CCCC1. The reactants are C[O:2][C:3]([C:5]1[CH:15]=[CH:14][C:8]2[O:9][C:10]([F:13])([F:12])[O:11][C:7]=2[CH:6]=1)=O.[H-].[Al+3].[Li+].[H-].[H-].[H-].O.[OH-].[Na+]. The product is [F:13][C:10]1([F:12])[O:9][C:8]2[CH:14]=[CH:15][C:5]([CH2:3][OH:2])=[CH:6][C:7]=2[O:11]1. The yield is 0.760. (4) The reactants are Br[C:2]1[CH:11]=[C:10]2[C:5]([C:6]([S:22][CH3:23])=[N:7][C:8]([C:12]([F:21])([F:20])[C:13]3[CH:18]=[CH:17][C:16]([F:19])=[CH:15][CH:14]=3)=[N:9]2)=[CH:4][CH:3]=1.[O:24]1[CH2:27][C:26](=[O:28])[CH2:25]1.C([Li])CCC.C1COCC1.CC(O)=O. The catalyst is C1COCC1. The product is [F:20][C:12]([F:21])([C:13]1[CH:18]=[CH:17][C:16]([F:19])=[CH:15][CH:14]=1)[C:8]1[N:7]=[C:6]([S:22][CH3:23])[C:5]2[C:10](=[CH:11][C:2]([C:26]3([OH:28])[CH2:27][O:24][CH2:25]3)=[CH:3][CH:4]=2)[N:9]=1. The yield is 0.300.